Dataset: Reaction yield outcomes from USPTO patents with 853,638 reactions. Task: Predict the reaction yield, written as a fraction of the theoretical maximum amount of product (1.0 means a 100% yield; for example, 0.34 means a 34% yield). (1) The reactants are Cl[C:2]1[O:3][C:4]2[C:5](=[C:7]([C:11]([O:13]C)=[O:12])[CH:8]=[CH:9][CH:10]=2)[N:6]=1.Cl.C[C@@H]1CSC[C@@H](C)N1.C(=O)([O-])[O-].[K+].[K+]. The catalyst is CN(C=O)C.O. The product is [O:3]1[C:4]2=[CH:10][CH:9]=[CH:8][C:7]([C:11]([OH:13])=[O:12])=[C:5]2[N:6]=[CH:2]1. The yield is 0.150. (2) The yield is 0.820. The reactants are [Cl:1][C:2]1[N:3]=[C:4]([C:9]([NH:11][C@H:12]2[CH2:17][CH2:16][N:15]([C:18]3[O:19][C:20]([CH3:30])=[C:21]([C:23]([O:25]CCCC)=[O:24])[N:22]=3)[CH2:14][C@H:13]2[O:31][CH2:32][CH2:33][CH3:34])=[O:10])[NH:5][C:6]=1[CH2:7][CH3:8].[OH-].[Li+].CO. The product is [Cl:1][C:2]1[N:3]=[C:4]([C:9]([NH:11][C@H:12]2[CH2:17][CH2:16][N:15]([C:18]3[O:19][C:20]([CH3:30])=[C:21]([C:23]([OH:25])=[O:24])[N:22]=3)[CH2:14][C@H:13]2[O:31][CH2:32][CH2:33][CH3:34])=[O:10])[NH:5][C:6]=1[CH2:7][CH3:8]. The catalyst is C1COCC1.